Dataset: M1 muscarinic receptor agonist screen with 61,833 compounds. Task: Binary Classification. Given a drug SMILES string, predict its activity (active/inactive) in a high-throughput screening assay against a specified biological target. (1) The compound is Clc1c(N(S(=O)(=O)C)CC(=O)NCC2OCCC2)cc(Cl)cc1. The result is 0 (inactive). (2) The molecule is S(=O)(=O)(N(CC(=O)N1CCCCC1)Cc1ccc(F)cc1)c1ccccc1. The result is 0 (inactive). (3) The drug is S(=O)(=O)(N1CCN(CC1)c1ccccc1)c1cc2oc(=O)n(c2cc1)C. The result is 0 (inactive). (4) The compound is Fc1ccc(C(=O)Nc2ccc(c3nn(nn3)CC(=O)NCCCOC)cc2)cc1. The result is 0 (inactive). (5) The drug is O=c1n(c(=O)n(c2nc3n(CCN3c3ccc(OCC)cc3)c12)C)CCc1ccccc1. The result is 0 (inactive).